From a dataset of Full USPTO retrosynthesis dataset with 1.9M reactions from patents (1976-2016). Predict the reactants needed to synthesize the given product. (1) Given the product [NH2:1][C:2]1[C:6]2[CH:7]=[C:8]3[CH:15]([OH:16])[CH2:14][CH2:13][CH2:12][CH2:11][C:9]3=[N:10][C:5]=2[S:4][C:3]=1[C:17]([NH:19][C:20]1[S:21][C:22]([C:25]2[CH:30]=[CH:29][CH:28]=[CH:27][CH:26]=2)=[N:23][N:24]=1)=[O:18], predict the reactants needed to synthesize it. The reactants are: [NH2:1][C:2]1[C:6]2[CH:7]=[C:8]3[C:15](=[O:16])[CH2:14][CH2:13][CH2:12][CH2:11][C:9]3=[N:10][C:5]=2[S:4][C:3]=1[C:17]([NH:19][C:20]1[S:21][C:22]([C:25]2[CH:30]=[CH:29][CH:28]=[CH:27][CH:26]=2)=[N:23][N:24]=1)=[O:18].[B-](F)(F)(F)F.CCN([S+](F)F)CC. (2) Given the product [C:1]([N:5]1[CH2:9][C@@H:8]([C:10]2[CH:15]=[CH:14][C:13]([F:16])=[CH:12][C:11]=2[F:17])[C@H:7]([C:18]([N:42]2[CH2:47][CH2:46][N:45]([CH:24]([CH:32]3[CH2:31][CH2:30][CH2:29][CH2:28][CH2:33]3)[CH2:23][N:22]([CH2:38][CH3:39])[CH2:27][CH3:26])[CH2:44][CH2:43]2)=[O:19])[CH2:6]1)([CH3:4])([CH3:3])[CH3:2], predict the reactants needed to synthesize it. The reactants are: [C:1]([N:5]1[CH2:9][C@@H:8]([C:10]2[CH:15]=[CH:14][C:13]([F:16])=[CH:12][C:11]=2[F:17])[C@H:7]([C:18](O)=[O:19])[CH2:6]1)([CH3:4])([CH3:3])[CH3:2].C[N:22]1[CH2:27][CH2:26]O[CH2:24][CH2:23]1.[CH:28]1[CH:29]=[CH:30][C:31]2N(O)N=N[C:32]=2[CH:33]=1.[CH2:38](Cl)[CH2:39]Cl.[NH:42]1[CH2:47][CH2:46][NH:45][CH2:44][CH2:43]1.Cl. (3) Given the product [Cl:1][C:2]1[CH:3]=[CH:4][C:5]([C:8]2[C:13]([O:14][CH2:15][CH:16]3[CH2:17][CH2:18]3)=[N:12][CH:11]=[C:10]([CH:9]=2)[C:19]([NH:30][CH2:29][C:26]2[CH:25]=[C:24]([C:23]([F:32])([F:31])[F:22])[O:28][N:27]=2)=[O:21])=[CH:6][CH:7]=1, predict the reactants needed to synthesize it. The reactants are: [Cl:1][C:2]1[CH:7]=[CH:6][C:5]([C:8]2[CH:9]=[C:10]([C:19]([OH:21])=O)[CH:11]=[N:12][C:13]=2[O:14][CH2:15][CH:16]2[CH2:18][CH2:17]2)=[CH:4][CH:3]=1.[F:22][C:23]([F:32])([F:31])[C:24]1[O:28][N:27]=[C:26]([CH2:29][NH2:30])[CH:25]=1. (4) The reactants are: [CH3:1][C:2]1[CH:19]=[CH:18][C:5]([CH2:6][CH:7]2[CH2:12][CH2:11][N:10]([C:13](=[O:17])[C:14]([OH:16])=O)[CH2:9][CH2:8]2)=[CH:4][CH:3]=1.[NH2:20][C:21]1[CH:22]=[CH:23][C:24]2[NH:28][S:27](=[O:30])(=[O:29])[CH2:26][C:25]=2[CH:31]=1. Given the product [O:29]=[S:27]1(=[O:30])[CH2:26][C:25]2[CH:31]=[C:21]([NH:20][C:14](=[O:16])[C:13]([N:10]3[CH2:9][CH2:8][CH:7]([CH2:6][C:5]4[CH:4]=[CH:3][C:2]([CH3:1])=[CH:19][CH:18]=4)[CH2:12][CH2:11]3)=[O:17])[CH:22]=[CH:23][C:24]=2[NH:28]1, predict the reactants needed to synthesize it. (5) Given the product [Cl:1][C:2]1[CH:3]=[CH:4][C:5]([N:15]2[CH:19]=[C:18]([Cl:20])[N:17]=[N:16]2)=[C:6]([C:8]2[N:13]=[CH:12][N:11]([C@@H:57]3[C:73]4[CH:74]=[C:69]([CH:70]=[CH:71][CH:72]=4)[C:68]4[N:67]([CH:75]([F:77])[F:76])[N:66]=[CH:65][C:64]=4[NH:63][C:62](=[O:78])[C@H:61]([CH3:79])[CH2:60][CH2:59][CH2:58]3)[C:10](=[O:14])[CH:9]=2)[CH:7]=1, predict the reactants needed to synthesize it. The reactants are: [Cl:1][C:2]1[CH:3]=[CH:4][C:5]([N:15]2[CH:19]=[C:18]([Cl:20])[N:17]=[N:16]2)=[C:6]([C:8]2[N:13]=[CH:12][N:11]=[C:10]([OH:14])[CH:9]=2)[CH:7]=1.CN(C(ON1N=NC2C=CC=NC1=2)=[N+](C)C)C.F[P-](F)(F)(F)(F)F.C1CCN2C(=NCCC2)CC1.N[C@@H:57]1[C:73]2[CH:74]=[C:69]([CH:70]=[CH:71][CH:72]=2)[C:68]2[N:67]([CH:75]([F:77])[F:76])[N:66]=[CH:65][C:64]=2[NH:63][C:62](=[O:78])[C@H:61]([CH3:79])[CH2:60][CH2:59][CH2:58]1. (6) Given the product [C:17]([O:21][C:22]([N:24]1[CH2:28][CH2:27][CH2:26][CH:25]1[C:29]1[NH:7][C:6]([C:5]2[CH:9]=[CH:10][C:2]([Br:1])=[CH:3][CH:4]=2)=[N:8][CH:30]=1)=[O:23])([CH3:20])([CH3:19])[CH3:18], predict the reactants needed to synthesize it. The reactants are: [Br:1][C:2]1[CH:10]=[CH:9][C:5]([C:6]([NH2:8])=[NH:7])=[CH:4][CH:3]=1.C(=O)([O-])[O-].[K+].[K+].[C:17]([O:21][C:22]([N:24]1[CH2:28][CH2:27][CH2:26][CH:25]1[C:29](=O)[CH2:30]Cl)=[O:23])([CH3:20])([CH3:19])[CH3:18]. (7) Given the product [Br:14][CH2:3][C:4]([C:6]1[CH:11]=[CH:10][C:9]([F:12])=[C:8]([CH3:13])[N:7]=1)=[O:5], predict the reactants needed to synthesize it. The reactants are: C([O:3][C:4]([C:6]1[CH:11]=[CH:10][C:9]([F:12])=[C:8]([CH3:13])[N:7]=1)=[CH2:5])C.[Br:14]N1C(=O)CCC1=O. (8) Given the product [CH2:1]([C:3]1[C:4]([O:13][CH3:14])=[N:5][C:6]([CH3:12])=[C:7]([CH:11]=1)[C:8]([NH2:22])=[O:9])[CH3:2], predict the reactants needed to synthesize it. The reactants are: [CH2:1]([C:3]1[C:4]([O:13][CH3:14])=[N:5][C:6]([CH3:12])=[C:7]([CH:11]=1)[C:8](O)=[O:9])[CH3:2].F[B-](F)(F)F.O=C1C=CC=C[N:22]1OC(N(C)C)=[N+](C)C.O.OC1C2N=NNC=2C=CC=1.N.O1CCOCC1.C(N(C(C)C)C(C)C)C.